This data is from Forward reaction prediction with 1.9M reactions from USPTO patents (1976-2016). The task is: Predict the product of the given reaction. (1) Given the reactants [F:1][C:2]1[CH:7]=[CH:6][C:5]([N:8]([CH3:20])[S:9]([C:12]2[CH:17]=[CH:16][CH:15]=[CH:14][C:13]=2[CH2:18][OH:19])(=[O:11])=[O:10])=[CH:4][CH:3]=1, predict the reaction product. The product is: [F:1][C:2]1[CH:7]=[CH:6][C:5]([N:8]([CH3:20])[S:9]([C:12]2[CH:17]=[CH:16][CH:15]=[CH:14][C:13]=2[CH:18]=[O:19])(=[O:10])=[O:11])=[CH:4][CH:3]=1. (2) Given the reactants [CH3:1][O:2][C:3]1[N:8]=[C:7]([O:9][CH3:10])[C:6](I)=[CH:5][N:4]=1.[Cl:12][C:13]1[C:18](B(O)O)=[CH:17][CH:16]=[C:15]([CH3:22])[N:14]=1.C([O-])([O-])=O.[Na+].[Na+].C1C=CC(P(C2C=CC=CC=2)C2C=CC=CC=2)=CC=1, predict the reaction product. The product is: [Cl:12][C:13]1[C:18]([C:6]2[C:7]([O:9][CH3:10])=[N:8][C:3]([O:2][CH3:1])=[N:4][CH:5]=2)=[CH:17][CH:16]=[C:15]([CH3:22])[N:14]=1. (3) Given the reactants [CH3:1][C:2]1[NH:3][C:4]2[C:9]([C:10]=1[CH3:11])=[C:8]([N:12]1[CH2:17][CH2:16][CH2:15][CH:14]([NH:18][CH3:19])[CH2:13]1)[CH:7]=[CH:6][C:5]=2[C:20]([NH2:22])=[O:21].C(Cl)Cl.C1COCC1.CCN(C(C)C)C(C)C.Cl[CH2:41][CH2:42][S:43](Cl)(=[O:45])=[O:44], predict the reaction product. The product is: [CH3:1][C:2]1[NH:3][C:4]2[C:9]([C:10]=1[CH3:11])=[C:8]([N:12]1[CH2:17][CH2:16][CH2:15][CH:14]([N:18]([CH3:19])[S:43]([CH:42]=[CH2:41])(=[O:45])=[O:44])[CH2:13]1)[CH:7]=[CH:6][C:5]=2[C:20]([NH2:22])=[O:21]. (4) Given the reactants [CH:1]([O:4][C:5]1[CH:6]=[CH:7][C:8]([C:12]([O:14]C)=[O:13])=[N:9][C:10]=1[CH3:11])([CH3:3])[CH3:2].[Li+].[OH-].O.CCOC(C)=O, predict the reaction product. The product is: [CH:1]([O:4][C:5]1[CH:6]=[CH:7][C:8]([C:12]([OH:14])=[O:13])=[N:9][C:10]=1[CH3:11])([CH3:3])[CH3:2].